From a dataset of Full USPTO retrosynthesis dataset with 1.9M reactions from patents (1976-2016). Predict the reactants needed to synthesize the given product. (1) Given the product [CH2:13]([O:12][C:10]([C:9]1[S:4][C:3]([C:2]([CH3:7])([CH3:6])[CH3:1])=[N:5][C:15]=1[CH3:16])=[O:11])[CH3:14], predict the reactants needed to synthesize it. The reactants are: [CH3:1][C:2]([CH3:7])([CH3:6])[C:3]([NH2:5])=[S:4].Cl[CH2:9][C:10]([O:12][CH2:13][CH3:14])=[O:11].[CH2:15](O)[CH3:16]. (2) The reactants are: C[O:2][C:3](=[O:13])[C:4]1[CH:9]=[CH:8][CH:7]=[C:6]([CH2:10][OH:11])[C:5]=1[F:12].[OH-].[Na+].Cl. Given the product [F:12][C:5]1[C:6]([CH2:10][OH:11])=[CH:7][CH:8]=[CH:9][C:4]=1[C:3]([OH:13])=[O:2], predict the reactants needed to synthesize it. (3) Given the product [Br:22][C:23]1[CH:30]=[CH:29][C:26]([C:27]2[N:10]([CH2:11][C@@H:12]3[CH2:16][CH2:15][N:14]([C:17]([CH:19]4[CH2:21][CH2:20]4)=[O:18])[CH2:13]3)[C:9]3[CH:8]=[CH:7][C:4]([C:5]#[N:6])=[CH:3][C:2]=3[N:1]=2)=[CH:25][CH:24]=1, predict the reactants needed to synthesize it. The reactants are: [NH2:1][C:2]1[CH:3]=[C:4]([CH:7]=[CH:8][C:9]=1[NH:10][CH2:11][C@@H:12]1[CH2:16][CH2:15][N:14]([C:17]([CH:19]2[CH2:21][CH2:20]2)=[O:18])[CH2:13]1)[C:5]#[N:6].[Br:22][C:23]1[CH:30]=[CH:29][C:26]([CH:27]=O)=[CH:25][CH:24]=1.CO. (4) Given the product [F:1][C:2]1[CH:3]=[CH:4][C:5]([C:8]2[CH:16]=[CH:15][CH:14]=[C:13]3[C:9]=2[C:10](=[CH:33][C:20]2[NH:21][CH:22]=[C:23]([C:24]([N:26]4[CH2:27][CH2:28][N:29]([CH3:32])[CH2:30][CH2:31]4)=[O:25])[C:19]=2[CH3:18])[C:11](=[O:17])[NH:12]3)=[CH:6][CH:7]=1, predict the reactants needed to synthesize it. The reactants are: [F:1][C:2]1[CH:7]=[CH:6][C:5]([C:8]2[CH:16]=[CH:15][CH:14]=[C:13]3[C:9]=2[CH2:10][C:11](=[O:17])[NH:12]3)=[CH:4][CH:3]=1.[CH3:18][C:19]1[C:23]([C:24]([N:26]2[CH2:31][CH2:30][N:29]([CH3:32])[CH2:28][CH2:27]2)=[O:25])=[CH:22][NH:21][C:20]=1[CH:33]=O.